From a dataset of Full USPTO retrosynthesis dataset with 1.9M reactions from patents (1976-2016). Predict the reactants needed to synthesize the given product. (1) The reactants are: C(Cl)(=O)C(Cl)=O.CS(C)=O.[C:11]([O:15][C:16]([N:18]1[CH2:22][C@H:21]([O:23][Si:24]([C:27]([CH3:30])([CH3:29])[CH3:28])([CH3:26])[CH3:25])[CH2:20][C@H:19]1[CH2:31][OH:32])=[O:17])([CH3:14])([CH3:13])[CH3:12].CCN(CC)CC. Given the product [C:11]([O:15][C:16]([N:18]1[CH2:22][C@H:21]([O:23][Si:24]([C:27]([CH3:30])([CH3:29])[CH3:28])([CH3:26])[CH3:25])[CH2:20][C@H:19]1[CH:31]=[O:32])=[O:17])([CH3:14])([CH3:13])[CH3:12], predict the reactants needed to synthesize it. (2) The reactants are: [CH3:1][S:2][C:3]1[C:4]2[S:11][CH:10]=[C:9]([CH:12]=C)[C:5]=2[N:6]=[CH:7][N:8]=1.CSC.C(Cl)(Cl)Cl.C[OH:22]. Given the product [CH3:1][S:2][C:3]1[C:4]2[S:11][CH:10]=[C:9]([CH:12]=[O:22])[C:5]=2[N:6]=[CH:7][N:8]=1, predict the reactants needed to synthesize it. (3) The reactants are: [H-].[Na+].[O:3]=[C:4]1[NH:9][CH2:8][CH2:7][N:6]([C:10]([O:12][C:13]([CH3:16])([CH3:15])[CH3:14])=[O:11])[CH2:5]1.[F:17][C:18]([F:28])([F:27])[C:19]1[CH:26]=[CH:25][C:22]([CH2:23]Cl)=[CH:21][CH:20]=1. Given the product [O:3]=[C:4]1[N:9]([CH2:23][C:22]2[CH:21]=[CH:20][C:19]([C:18]([F:17])([F:27])[F:28])=[CH:26][CH:25]=2)[CH2:8][CH2:7][N:6]([C:10]([O:12][C:13]([CH3:16])([CH3:15])[CH3:14])=[O:11])[CH2:5]1, predict the reactants needed to synthesize it. (4) Given the product [C:9]([C:8]1[C:7]([C:5]([O:4][CH:1]([CH3:3])[CH3:2])=[O:6])=[N:15][CH:14]=[CH:13][CH:12]=1)#[N:21], predict the reactants needed to synthesize it. The reactants are: [CH:1]([O:4][C:5]([C:7]1[N:15]=[CH:14][CH:13]=[CH:12][C:8]=1[C:9](O)=O)=[O:6])([CH3:3])[CH3:2].CS(Cl)(=O)=O.[N:21]1C=CC=CC=1. (5) Given the product [Br:1][C:2]1[CH:10]=[CH:9][CH:8]=[C:7]2[C:3]=1[CH:4]=[C:5]([C:11]([NH:13][C@H:14]1[CH2:18][N:17]([C:19]([O:21][C:22]([CH3:23])([CH3:24])[CH3:25])=[O:20])[C@H:16]([C:26]([O:28][CH3:29])=[O:27])[CH2:15]1)=[O:12])[N:6]2[CH3:30], predict the reactants needed to synthesize it. The reactants are: [Br:1][C:2]1[CH:10]=[CH:9][CH:8]=[C:7]2[C:3]=1[CH:4]=[C:5]([C:11]([NH:13][C@H:14]1[CH2:18][N:17]([C:19]([O:21][C:22]([CH3:25])([CH3:24])[CH3:23])=[O:20])[C@H:16]([C:26]([O:28][CH3:29])=[O:27])[CH2:15]1)=[O:12])[NH:6]2.[C:30]([O-])([O-])=O.[K+].[K+].IC. (6) Given the product [Cl:25][C:22]1[CH:23]=[CH:24][C:19]([NH:18][C:17]([CH:15]2[N:14]([C:35]3[C:40]([Cl:41])=[CH:39][CH:38]=[CH:37][N:36]=3)[N:13]=[C:12]([Br:42])[CH2:16]2)=[O:34])=[C:20]([C:26](=[O:33])[NH:27][CH:28]([CH:30]2[CH2:32][CH2:31]2)[CH3:29])[CH:21]=1, predict the reactants needed to synthesize it. The reactants are: CC1C=CC(S(O[C:12]2[CH2:16][CH:15]([C:17](=[O:34])[NH:18][C:19]3[CH:24]=[CH:23][C:22]([Cl:25])=[CH:21][C:20]=3[C:26](=[O:33])[NH:27][CH:28]([CH:30]3[CH2:32][CH2:31]3)[CH3:29])[N:14]([C:35]3[C:40]([Cl:41])=[CH:39][CH:38]=[CH:37][N:36]=3)[N:13]=2)(=O)=O)=CC=1.[BrH:42].C(OCC)(=O)C.[OH-].[Na+].